This data is from Reaction yield outcomes from USPTO patents with 853,638 reactions. The task is: Predict the reaction yield, written as a fraction of the theoretical maximum amount of product (1.0 means a 100% yield; for example, 0.34 means a 34% yield). (1) The reactants are Cl[C:2]1[C:7]([NH2:8])=[CH:6][CH:5]=[CH:4][N:3]=1.[N+:9]([C:12]1[CH:13]=[C:14]([CH:18]=[CH:19][CH:20]=1)[C:15](Cl)=[O:16])([O-:11])=[O:10].C(O)(=O)C. The catalyst is N1C=CC=CC=1.CCOC(C)=O. The product is [N+:9]([C:12]1[CH:13]=[C:14]([C:15]2[O:16][C:2]3[C:7]([N:8]=2)=[CH:6][CH:5]=[CH:4][N:3]=3)[CH:18]=[CH:19][CH:20]=1)([O-:11])=[O:10]. The yield is 0.350. (2) The reactants are Br[C:2]1[CH:8]=[CH:7][C:5]([NH2:6])=[C:4]([N+:9]([O-:11])=[O:10])[CH:3]=1.O1CCOCC1.CCN(C(C)C)C(C)C.[CH2:27]([SH:34])[C:28]1[CH:33]=[CH:32][CH:31]=[CH:30][CH:29]=1. The catalyst is O.C1C=CC(/C=C/C(/C=C/C2C=CC=CC=2)=O)=CC=1.C1C=CC(/C=C/C(/C=C/C2C=CC=CC=2)=O)=CC=1.C1C=CC(/C=C/C(/C=C/C2C=CC=CC=2)=O)=CC=1.[Pd].[Pd].CC1(C)C2C(=C(P(C3C=CC=CC=3)C3C=CC=CC=3)C=CC=2)OC2C(P(C3C=CC=CC=3)C3C=CC=CC=3)=CC=CC1=2. The product is [CH2:27]([S:34][C:2]1[CH:8]=[CH:7][C:5]([NH2:6])=[C:4]([N+:9]([O-:11])=[O:10])[CH:3]=1)[C:28]1[CH:33]=[CH:32][CH:31]=[CH:30][CH:29]=1. The yield is 0.880. (3) The reactants are [Cl:1][C:2]1[CH:3]=[CH:4][C:5]([CH:8]([OH:15])C2C=CC=CC=2)=[N:6][CH:7]=1.Cl[C:17]1[CH:22]=[CH:21][N+:20]([O-:23])=[CH:19][CH:18]=1. No catalyst specified. The product is [Cl:1][C:2]1[CH:3]=[CH:4][C:5]([CH2:8][O:15][C:17]2[CH:22]=[CH:21][N+:20]([O-:23])=[CH:19][CH:18]=2)=[N:6][CH:7]=1. The yield is 0.400. (4) The reactants are Br[C:2]1[CH:13]=[N:12][C:5]2[NH:6][C:7](=[O:11])[CH2:8][CH2:9][CH2:10][C:4]=2[CH:3]=1.CC1NC2C(C=1[CH2:24][N:25](C)[C:26](=[O:29])[CH:27]=[CH2:28])=CC=CC=2.C1(C)C=CC=CC=1P(C1C=CC=CC=1C)C1C=CC=CC=1C.C(N(C(C)C)CC)(C)C. The catalyst is C(#N)CC.CC([O-])=O.CC([O-])=O.[Pd+2]. The product is [CH3:24][NH:25][C:26](=[O:29])/[CH:27]=[CH:28]/[C:2]1[CH:13]=[N:12][C:5]2[NH:6][C:7](=[O:11])[CH2:8][CH2:9][CH2:10][C:4]=2[CH:3]=1. The yield is 0.350. (5) The reactants are [CH:1]1([C:6]([N:8]2[CH2:13][CH:12]=[C:11]([C:14]3[C:22]4[C:17](=[N:18][CH:19]=[C:20]([N+:24]([O-])=O)[C:21]=4[CH3:23])[N:16]([CH3:27])[CH:15]=3)[CH2:10][C@@H:9]2[CH3:28])=[O:7])[CH2:5][CH2:4][CH2:3][CH2:2]1.[H][H].[C:31]([C:33]1[CH:34]=[C:35]([CH:39]=[C:40]([O:42][CH3:43])[CH:41]=1)[C:36](O)=[O:37])#[N:32].CN(C(ON1N=NC2C=CC=NC1=2)=[N+](C)C)C.F[P-](F)(F)(F)(F)F.CCN(C(C)C)C(C)C. The catalyst is CCO.CN(C=O)C.[Pd]. The product is [C:31]([C:33]1[CH:34]=[C:35]([CH:39]=[C:40]([O:42][CH3:43])[CH:41]=1)[C:36]([NH:24][C:20]1[C:21]([CH3:23])=[C:22]2[C:14]([C@H:11]3[CH2:12][CH2:13][N:8]([C:6]([CH:1]4[CH2:5][CH2:4][CH2:3][CH2:2]4)=[O:7])[C@@H:9]([CH3:28])[CH2:10]3)=[CH:15][N:16]([CH3:27])[C:17]2=[N:18][CH:19]=1)=[O:37])#[N:32]. The yield is 0.270. (6) The reactants are I[C:2]1[CH:7]=[CH:6][C:5]([NH:8][C:9]([N:11]2[CH2:16][CH2:15][CH:14]([C:17]3[C:26]4[C:21](=[CH:22][C:23]([O:29][CH3:30])=[C:24]([O:27][CH3:28])[CH:25]=4)[N:20]=[CH:19][N:18]=3)[CH2:13][CH2:12]2)=[O:10])=[CH:4][CH:3]=1.[NH:31]1[CH2:35][CH2:34][CH2:33][C:32]1=[O:36].CN(C)CCN.[O-]P([O-])([O-])=O.[K+].[K+].[K+]. The catalyst is C1(C)C=CC=CC=1.[Cu]I. The product is [O:36]=[C:32]1[CH2:33][CH2:34][CH2:35][N:31]1[C:2]1[CH:7]=[CH:6][C:5]([NH:8][C:9]([N:11]2[CH2:16][CH2:15][CH:14]([C:17]3[C:26]4[C:21](=[CH:22][C:23]([O:29][CH3:30])=[C:24]([O:27][CH3:28])[CH:25]=4)[N:20]=[CH:19][N:18]=3)[CH2:13][CH2:12]2)=[O:10])=[CH:4][CH:3]=1. The yield is 0.164. (7) The reactants are C([O:4][C@@H:5]1[C@@H:13]([CH2:14][O:15]C(=O)C)[O:12][C@H:11]2[C@H:7]([N:8]=[C:9]([NH:19][CH3:20])[S:10]2)[C@H:6]1[O:21]C(=O)C)(=O)C.C(=O)([O-])[O-].[K+].[K+]. The catalyst is CO. The product is [OH:15][CH2:14][C@H:13]1[O:12][C@H:11]2[C@H:7]([N:8]=[C:9]([NH:19][CH3:20])[S:10]2)[C@@H:6]([OH:21])[C@@H:5]1[OH:4]. The yield is 0.870. (8) The reactants are C(=O)([O-])[O-].[K+].[K+].[CH2:7]([NH:14][CH2:15][C:16]([O:18][CH2:19][CH3:20])=[O:17])[C:8]1[CH:13]=[CH:12][CH:11]=[CH:10][CH:9]=1.Cl[C:22](=[O:30])[CH2:23][CH2:24][C:25]([O:27][CH2:28][CH3:29])=[O:26]. The catalyst is O1CCCC1.O. The product is [CH2:7]([N:14]([CH2:15][C:16]([O:18][CH2:19][CH3:20])=[O:17])[C:22](=[O:30])[CH2:23][CH2:24][C:25]([O:27][CH2:28][CH3:29])=[O:26])[C:8]1[CH:13]=[CH:12][CH:11]=[CH:10][CH:9]=1. The yield is 0.800.